This data is from NCI-60 drug combinations with 297,098 pairs across 59 cell lines. The task is: Regression. Given two drug SMILES strings and cell line genomic features, predict the synergy score measuring deviation from expected non-interaction effect. (1) Drug 1: CNC(=O)C1=CC=CC=C1SC2=CC3=C(C=C2)C(=NN3)C=CC4=CC=CC=N4. Drug 2: CC(C1=C(C=CC(=C1Cl)F)Cl)OC2=C(N=CC(=C2)C3=CN(N=C3)C4CCNCC4)N. Cell line: OVCAR-4. Synergy scores: CSS=4.28, Synergy_ZIP=0.598, Synergy_Bliss=2.20, Synergy_Loewe=0.208, Synergy_HSA=0.872. (2) Drug 1: CC12CCC(CC1=CCC3C2CCC4(C3CC=C4C5=CN=CC=C5)C)O. Drug 2: CN(C(=O)NC(C=O)C(C(C(CO)O)O)O)N=O. Cell line: A549. Synergy scores: CSS=-4.32, Synergy_ZIP=-2.27, Synergy_Bliss=-9.91, Synergy_Loewe=-9.92, Synergy_HSA=-9.96.